Dataset: Reaction yield outcomes from USPTO patents with 853,638 reactions. Task: Predict the reaction yield, written as a fraction of the theoretical maximum amount of product (1.0 means a 100% yield; for example, 0.34 means a 34% yield). (1) The reactants are CC1C=C(N2CCN(CCOC3C=CC=CC=3)C2=O)SC=1C(OCC)=O.[CH3:27][C:28]1[CH:32]=[C:31]([N:33]2[CH2:37][CH2:36][N:35]([CH2:38][C:39](=[O:46])[C:40]3[CH:45]=[CH:44][CH:43]=[CH:42][CH:41]=3)[C:34]2=[O:47])[S:30][C:29]=1[C:48]([O:50]CC)=[O:49]. No catalyst specified. The product is [CH3:27][C:28]1[CH:32]=[C:31]([N:33]2[CH2:37][CH2:36][N:35]([CH2:38][C:39](=[O:46])[C:40]3[CH:45]=[CH:44][CH:43]=[CH:42][CH:41]=3)[C:34]2=[O:47])[S:30][C:29]=1[C:48]([OH:50])=[O:49]. The yield is 0.580. (2) The reactants are Cl[C:2]1[C:11]([CH2:12][OH:13])=[CH:10][C:9]2[C:4](=[C:5]([CH3:14])[CH:6]=[CH:7][CH:8]=2)[N:3]=1.[C:15]1([C:24]2[CH:29]=[CH:28][CH:27]=[CH:26][CH:25]=2)[C:16](B(O)O)=[CH:17][CH:18]=[CH:19][CH:20]=1.[O-]P([O-])([O-])=O.[K+].[K+].[K+]. The catalyst is COCCOC.O.C1C=CC([P]([Pd]([P](C2C=CC=CC=2)(C2C=CC=CC=2)C2C=CC=CC=2)([P](C2C=CC=CC=2)(C2C=CC=CC=2)C2C=CC=CC=2)[P](C2C=CC=CC=2)(C2C=CC=CC=2)C2C=CC=CC=2)(C2C=CC=CC=2)C2C=CC=CC=2)=CC=1. The product is [C:15]1([C:24]2[CH:25]=[CH:26][CH:27]=[CH:28][CH:29]=2)[CH:16]=[CH:17][CH:18]=[CH:19][C:20]=1[C:2]1[C:11]([CH2:12][OH:13])=[CH:10][C:9]2[C:4](=[C:5]([CH3:14])[CH:6]=[CH:7][CH:8]=2)[N:3]=1. The yield is 0.270. (3) The reactants are [Cl-].C[Al+]C.[NH2:5][C:6]1[CH:11]=[CH:10][C:9]([CH3:12])=[CH:8][N:7]=1.C([O:15][C:16]([C:18]1[CH:19]=[C:20]([O:27][C:28]2[CH:33]=[CH:32][C:31]([S:34]([CH3:37])(=[O:36])=[O:35])=[CH:30][CH:29]=2)[C:21]2[CH:25]=[CH:24][S:23][C:22]=2[CH:26]=1)=O)C. The catalyst is ClC(Cl)C. The product is [CH3:12][C:9]1[CH:10]=[CH:11][C:6]([NH:5][C:16]([C:18]2[CH:19]=[C:20]([O:27][C:28]3[CH:29]=[CH:30][C:31]([S:34]([CH3:37])(=[O:36])=[O:35])=[CH:32][CH:33]=3)[C:21]3[CH:25]=[CH:24][S:23][C:22]=3[CH:26]=2)=[O:15])=[N:7][CH:8]=1. The yield is 0.590. (4) The reactants are [F:1][C:2]1[CH:3]=[C:4]([C:10]2[N:11]=[C:12]3[CH:20]=[CH:19][C:18]([N:21]([CH3:34])[C@@H:22]4[CH2:26][CH2:25][N:24](C(OC(C)(C)C)=O)[CH2:23]4)=[CH:17][N:13]3[C:14](=[O:16])[CH:15]=2)[CH:5]=[CH:6][C:7]=1[O:8][CH3:9].[OH-].[Na+]. The catalyst is C(Cl)Cl.C(O)(C(F)(F)F)=O. The product is [F:1][C:2]1[CH:3]=[C:4]([C:10]2[N:11]=[C:12]3[CH:20]=[CH:19][C:18]([N:21]([CH3:34])[C@@H:22]4[CH2:26][CH2:25][NH:24][CH2:23]4)=[CH:17][N:13]3[C:14](=[O:16])[CH:15]=2)[CH:5]=[CH:6][C:7]=1[O:8][CH3:9]. The yield is 0.790. (5) The reactants are [NH2:1][C:2]1[CH:7]=[C:6]([CH:8](O)[CH3:9])[N:5]=[C:4]([C:11]([O:13][CH3:14])=[O:12])[C:3]=1[O:15][CH3:16].OS(C(F)(F)[F:22])(=O)=O.COCCN(S(F)(F)F)CCOC.C([O-])(O)=O.[Na+]. The catalyst is C(Cl)(Cl)Cl. The product is [NH2:1][C:2]1[CH:7]=[C:6]([CH:8]([F:22])[CH3:9])[N:5]=[C:4]([C:11]([O:13][CH3:14])=[O:12])[C:3]=1[O:15][CH3:16]. The yield is 0.578. (6) The reactants are [CH2:1]([C:8]1[CH:16]=[CH:15][C:11]([C:12]([OH:14])=O)=[CH:10][CH:9]=1)[C:2]1[CH:7]=[CH:6][CH:5]=[CH:4][CH:3]=1.[CH3:17][O:18][C:19]1[CH:20]=[C:21]([C:27]2([CH2:32][NH2:33])[CH2:31][CH2:30][CH2:29][CH2:28]2)[CH:22]=[CH:23][C:24]=1[O:25][CH3:26].C(N(CC)CC)C.F[P-](F)(F)(F)(F)F.N1(OC(N(C)C)=[N+](C)C)C2N=CC=CC=2N=N1. The catalyst is C(#N)C. The product is [CH2:1]([C:8]1[CH:9]=[CH:10][C:11]([C:12]([NH:33][CH2:32][C:27]2([C:21]3[CH:22]=[CH:23][C:24]([O:25][CH3:26])=[C:19]([O:18][CH3:17])[CH:20]=3)[CH2:28][CH2:29][CH2:30][CH2:31]2)=[O:14])=[CH:15][CH:16]=1)[C:2]1[CH:3]=[CH:4][CH:5]=[CH:6][CH:7]=1. The yield is 0.561.